Dataset: Catalyst prediction with 721,799 reactions and 888 catalyst types from USPTO. Task: Predict which catalyst facilitates the given reaction. (1) Reactant: O.[S-2].[Na+].[Na+].[CH3:5][N:6]([CH2:8][CH:9]([C:18]1([OH:24])[CH2:23][CH2:22][CH2:21][CH2:20][CH2:19]1)[C:10]1[CH:11]=[CH:12][C:13]([O:16]C)=[CH:14][CH:15]=1)[CH3:7].C(OC(=O)C)C.O. Product: [CH3:5][N:6]([CH2:8][CH:9]([C:18]1([OH:24])[CH2:23][CH2:22][CH2:21][CH2:20][CH2:19]1)[C:10]1[CH:11]=[CH:12][C:13]([OH:16])=[CH:14][CH:15]=1)[CH3:7]. The catalyst class is: 60. (2) Reactant: [Br:1][C:2]1[CH:6]=[N:5][N:4]([CH3:7])[C:3]=1[C:8]1[CH:9]=[C:10]([NH2:16])[CH:11]=[CH:12][C:13]=1[O:14][CH3:15].[CH3:17][N:18]([CH3:28])[C:19]1[CH:24]=[CH:23][C:22]([N:25]=[C:26]=[O:27])=[CH:21][CH:20]=1. Product: [Br:1][C:2]1[CH:6]=[N:5][N:4]([CH3:7])[C:3]=1[C:8]1[CH:9]=[C:10]([NH:16][C:26]([NH:25][C:22]2[CH:23]=[CH:24][C:19]([N:18]([CH3:28])[CH3:17])=[CH:20][CH:21]=2)=[O:27])[CH:11]=[CH:12][C:13]=1[O:14][CH3:15]. The catalyst class is: 2. (3) Reactant: [C:1]([C:3]1[CH:8]=[CH:7][C:6]([CH2:9][CH2:10][CH:11](/[CH:23]=[CH:24]/[C:25]2[CH:30]=[CH:29][CH:28]=[CH:27][C:26]=2[OH:31])[CH2:12][C:13]2[CH:22]=[CH:21][C:16]([C:17]([O:19][CH3:20])=[O:18])=[CH:15][CH:14]=2)=[CH:5][CH:4]=1)#[N:2].Br[CH2:33][CH2:34][CH2:35][CH2:36][C:37]1[CH:42]=[CH:41][CH:40]=[CH:39][CH:38]=1.C(=O)([O-])[O-].[K+].[K+]. Product: [C:1]([C:3]1[CH:8]=[CH:7][C:6]([CH2:9][CH2:10][CH:11](/[CH:23]=[CH:24]/[C:25]2[CH:30]=[CH:29][CH:28]=[CH:27][C:26]=2[O:31][CH2:33][CH2:34][CH2:35][CH2:36][C:37]2[CH:42]=[CH:41][CH:40]=[CH:39][CH:38]=2)[CH2:12][C:13]2[CH:14]=[CH:15][C:16]([C:17]([O:19][CH3:20])=[O:18])=[CH:21][CH:22]=2)=[CH:5][CH:4]=1)#[N:2]. The catalyst class is: 10.